This data is from Reaction yield outcomes from USPTO patents with 853,638 reactions. The task is: Predict the reaction yield, written as a fraction of the theoretical maximum amount of product (1.0 means a 100% yield; for example, 0.34 means a 34% yield). (1) The reactants are Cl[C:2]1[N:7]=[CH:6][N:5]=[C:4]([NH2:8])[CH:3]=1.[CH3:9][O:10][C:11]1[CH:12]=[C:13](B(O)O)[CH:14]=[CH:15][CH:16]=1.C([O-])([O-])=O.[Na+].[Na+]. The catalyst is COCCOC.CCO.O.Cl[Pd](Cl)([P](C1C=CC=CC=1)(C1C=CC=CC=1)C1C=CC=CC=1)[P](C1C=CC=CC=1)(C1C=CC=CC=1)C1C=CC=CC=1. The product is [CH3:9][O:10][C:11]1[CH:16]=[C:15]([C:2]2[N:7]=[CH:6][N:5]=[C:4]([NH2:8])[CH:3]=2)[CH:14]=[CH:13][CH:12]=1. The yield is 0.700. (2) The reactants are [N:1]([CH2:4][CH2:5][CH2:6][CH2:7][C:8]1[CH:13]=[CH:12][CH:11]=[CH:10][CH:9]=1)=[C:2]=[O:3].[NH2:14][CH2:15][CH2:16][CH2:17][CH2:18][C:19]([CH3:23])([CH3:22])[CH2:20][OH:21]. The catalyst is C(Cl)Cl. The product is [OH:21][CH2:20][C:19]([CH3:23])([CH3:22])[CH2:18][CH2:17][CH2:16][CH2:15][NH:14][C:2]([NH:1][CH2:4][CH2:5][CH2:6][CH2:7][C:8]1[CH:9]=[CH:10][CH:11]=[CH:12][CH:13]=1)=[O:3]. The yield is 1.13. (3) The reactants are [H-].[Na+].[F:3][C:4]([F:13])([F:12])[C:5]1[C:9]([C:10]#[N:11])=[CH:8][NH:7][N:6]=1.Br[CH2:15][C:16]([NH:18][C:19]1[S:23][C:22]2[CH2:24][CH2:25][CH2:26][CH2:27][C:21]=2[C:20]=1[C:28]([NH2:30])=[O:29])=[O:17].O. The catalyst is CN(C=O)C. The product is [C:10]([C:9]1[C:5]([C:4]([F:3])([F:12])[F:13])=[N:6][N:7]([CH2:15][C:16]([NH:18][C:19]2[S:23][C:22]3[CH2:24][CH2:25][CH2:26][CH2:27][C:21]=3[C:20]=2[C:28]([NH2:30])=[O:29])=[O:17])[CH:8]=1)#[N:11]. The yield is 0.490. (4) The reactants are [Cl:1][C:2]1[CH:3]=[C:4]2[C:8](=[CH:9][CH:10]=1)[NH:7][CH:6]=[C:5]2[CH2:11][CH2:12][NH:13][C:14](=[O:23])[C:15]1[CH:20]=[CH:19][C:18]([CH2:21]Cl)=[CH:17][CH:16]=1.[CH:24]1([NH2:29])[CH2:28][CH2:27][CH2:26][CH2:25]1.[I-].[Na+]. The catalyst is C1COCC1. The product is [Cl:1][C:2]1[CH:3]=[C:4]2[C:8](=[CH:9][CH:10]=1)[NH:7][CH:6]=[C:5]2[CH2:11][CH2:12][NH:13][C:14](=[O:23])[C:15]1[CH:20]=[CH:19][C:18]([CH2:21][NH:29][CH:24]2[CH2:28][CH2:27][CH2:26][CH2:25]2)=[CH:17][CH:16]=1. The yield is 0.310. (5) The reactants are [Na].[C:2]([O:12][CH2:13][CH3:14])(=[O:11])[CH2:3][C:4]([C:6]([O:8][CH2:9][CH3:10])=[O:7])=[O:5].CO[CH:17](OC)[N:18]([CH3:20])[CH3:19].C(O)(=O)C. The catalyst is C(O)C. The product is [CH3:17][N:18]([CH:20]=[C:3]([C:4](=[O:5])[C:6]([O:8][CH2:9][CH3:10])=[O:7])[C:2]([O:12][CH2:13][CH3:14])=[O:11])[CH3:19]. The yield is 0.308.